This data is from Full USPTO retrosynthesis dataset with 1.9M reactions from patents (1976-2016). The task is: Predict the reactants needed to synthesize the given product. (1) Given the product [NH2:1][CH2:2][C:3]([NH:5][CH2:6][C:7]([NH:9][CH2:10][C:11]([NH:13][CH2:14][C:15]([OH:17])=[O:16])=[O:12])=[O:8])=[O:4], predict the reactants needed to synthesize it. The reactants are: [NH:1](C(OCC1C=CC=CC=1)=O)[CH2:2][C:3]([NH:5][CH2:6][C:7]([NH:9][CH2:10][C:11]([NH:13][CH2:14][C:15]([O:17]CC1C=CC=CC=1)=[O:16])=[O:12])=[O:8])=[O:4]. (2) Given the product [CH2:1]1[C:9]2[C:4](=[CH:5][C:6]([S:11]([Cl:10])(=[O:13])=[O:12])=[CH:7][CH:8]=2)[CH2:3][CH2:2]1, predict the reactants needed to synthesize it. The reactants are: [CH2:1]1[C:9]2[C:4](=[CH:5][CH:6]=[CH:7][CH:8]=2)[CH2:3][CH2:2]1.[Cl:10][S:11](O)(=[O:13])=[O:12]. (3) Given the product [F:1][C:2]([F:7])([F:6])[C:3]([OH:5])=[O:4].[F:8][C:9]([F:14])([F:13])[C:10]([OH:12])=[O:11].[Cl:15][C:16]1[CH:17]=[N:18][C:19]2[NH:20][C:21]3[CH:22]=[N:23][CH:24]=[C:25]([CH:47]=3)[CH2:26][CH2:27][C:28]3[CH:36]=[C:32]([NH:33][C:34]=1[N:35]=2)[CH:31]=[CH:30][C:29]=3[NH:37][C:38](=[O:46])[CH2:39][CH:40]1[CH2:45][CH2:44][N:43]([C:54]([C:53]2[CH:52]=[CH:51][O:50][C:49]=2[CH3:48])=[O:55])[CH2:42][CH2:41]1, predict the reactants needed to synthesize it. The reactants are: [F:1][C:2]([F:7])([F:6])[C:3]([OH:5])=[O:4].[F:8][C:9]([F:14])([F:13])[C:10]([OH:12])=[O:11].[Cl:15][C:16]1[CH:17]=[N:18][C:19]2[NH:20][C:21]3[CH:22]=[N:23][CH:24]=[C:25]([CH:47]=3)[CH2:26][CH2:27][C:28]3[CH:36]=[C:32]([NH:33][C:34]=1[N:35]=2)[CH:31]=[CH:30][C:29]=3[NH:37][C:38](=[O:46])[CH2:39][CH:40]1[CH2:45][CH2:44][NH:43][CH2:42][CH2:41]1.[CH3:48][C:49]1[O:50][CH:51]=[CH:52][C:53]=1[C:54](O)=[O:55]. (4) Given the product [C:3]([Si:7]([CH3:17])([CH3:16])[O:8][CH:9]([C:11]1[O:12][C:13]([CH:25]=[O:26])=[CH:14][N:15]=1)[CH3:10])([CH3:6])([CH3:5])[CH3:4], predict the reactants needed to synthesize it. The reactants are: N#N.[C:3]([Si:7]([CH3:17])([CH3:16])[O:8][CH:9]([C:11]1[O:12][CH:13]=[CH:14][N:15]=1)[CH3:10])([CH3:6])([CH3:5])[CH3:4].[Li]C(C)(C)C.CN(C)[CH:25]=[O:26].[NH4+].[Cl-]. (5) Given the product [C:1]([O:11][CH2:10][CH2:9][Br:8])(=[O:6])[CH2:2][CH2:3][CH:4]=[CH2:5], predict the reactants needed to synthesize it. The reactants are: [C:1](Cl)(=[O:6])[CH2:2][CH2:3][CH:4]=[CH2:5].[Br:8][CH2:9][CH2:10][OH:11].C(N(CC)CC)C. (6) Given the product [Cl:21][C:3]1[C:2]([I:1])=[N:7][N:6]=[C:5]2[N:8]([CH3:17])[N:9]=[C:10]([C:11]3[CH:16]=[CH:15][CH:14]=[CH:13][CH:12]=3)[C:4]=12, predict the reactants needed to synthesize it. The reactants are: [I:1][C:2]1[N:7]=[N:6][C:5]2[N:8]([CH3:17])[N:9]=[C:10]([C:11]3[CH:16]=[CH:15][CH:14]=[CH:13][CH:12]=3)[C:4]=2[C:3]=1O.P(Cl)(Cl)([Cl:21])=O. (7) Given the product [CH3:42][O:41][C:38]1[CH:37]=[CH:36][C:35]([CH2:34][N:8]([CH2:7][C:6]2[CH:5]=[CH:4][C:3]([O:2][CH3:1])=[CH:44][CH:43]=2)[C:9]2[N:14]=[C:13]([CH3:15])[N:12]=[C:11]([C:16]3[CH:23]=[C:20]([CH2:21][N:50]4[CH2:49][CH2:48][N:47]([C:52]([O:54][C:55]([CH3:57])([CH3:56])[CH3:58])=[O:53])[C@H:46]([CH3:45])[CH2:51]4)[CH:19]=[N:18][C:17]=3[NH:24][C:25]3[CH:26]=[N:27][C:28]([O:32][CH3:33])=[C:29]([F:31])[CH:30]=3)[N:10]=2)=[CH:40][CH:39]=1, predict the reactants needed to synthesize it. The reactants are: [CH3:1][O:2][C:3]1[CH:44]=[CH:43][C:6]([CH2:7][N:8]([CH2:34][C:35]2[CH:40]=[CH:39][C:38]([O:41][CH3:42])=[CH:37][CH:36]=2)[C:9]2[N:14]=[C:13]([CH3:15])[N:12]=[C:11]([C:16]3[C:17]([NH:24][C:25]4[CH:26]=[N:27][C:28]([O:32][CH3:33])=[C:29]([F:31])[CH:30]=4)=[N:18][CH:19]=[C:20]([CH:23]=3)[CH:21]=O)[N:10]=2)=[CH:5][CH:4]=1.[CH3:45][C@@H:46]1[CH2:51][NH:50][CH2:49][CH2:48][N:47]1[C:52]([O:54][C:55]([CH3:58])([CH3:57])[CH3:56])=[O:53].O1CCCC1.C([BH3-])#N.[Na+]. (8) Given the product [Br:14][C:4]1[S:3][C:2]([NH:1][C:16]([NH:15][C:18]2[C:19]([CH3:26])=[CH:20][C:21]([CH3:25])=[CH:22][C:23]=2[CH3:24])=[O:17])=[C:6]([C:7]([O:9][C:10]([CH3:11])([CH3:13])[CH3:12])=[O:8])[CH:5]=1, predict the reactants needed to synthesize it. The reactants are: [NH2:1][C:2]1[S:3][C:4]([Br:14])=[CH:5][C:6]=1[C:7]([O:9][C:10]([CH3:13])([CH3:12])[CH3:11])=[O:8].[N:15]([C:18]1[C:23]([CH3:24])=[CH:22][C:21]([CH3:25])=[CH:20][C:19]=1[CH3:26])=[C:16]=[O:17].C(N(CC)CC)C. (9) Given the product [C:1]1([CH:7]([S:12][C:10](=[O:13])[CH3:11])[CH3:8])[CH:6]=[CH:5][CH:4]=[CH:3][CH:2]=1, predict the reactants needed to synthesize it. The reactants are: [C:1]1([CH:7](O)[CH3:8])[CH:6]=[CH:5][CH:4]=[CH:3][CH:2]=1.[C:10]([OH:13])(=[S:12])[CH3:11]. (10) Given the product [NH2:1][C:2]1[C:3]2[C:10]([C:11]3[CH:12]=[CH:13][C:14]([O:17][C:18]4[CH:19]=[CH:20][CH:21]=[CH:22][CH:23]=4)=[CH:15][CH:16]=3)=[C:9]([C:24](=[O:38])[NH2:25])[N:8]([C@@H:26]3[CH2:30][CH2:29][N:28]([C:31]([O:33][C:34]([CH3:37])([CH3:36])[CH3:35])=[O:32])[CH2:27]3)[C:4]=2[N:5]=[CH:6][N:7]=1, predict the reactants needed to synthesize it. The reactants are: [NH2:1][C:2]1[C:3]2[C:10]([C:11]3[CH:16]=[CH:15][C:14]([O:17][C:18]4[CH:23]=[CH:22][CH:21]=[CH:20][CH:19]=4)=[CH:13][CH:12]=3)=[C:9]([C:24]#[N:25])[N:8]([C@@H:26]3[CH2:30][CH2:29][N:28]([C:31]([O:33][C:34]([CH3:37])([CH3:36])[CH3:35])=[O:32])[CH2:27]3)[C:4]=2[N:5]=[CH:6][N:7]=1.[OH-:38].[Na+].